From a dataset of Forward reaction prediction with 1.9M reactions from USPTO patents (1976-2016). Predict the product of the given reaction. (1) Given the reactants [Cl:1][C:2]1[CH:3]=[N+:4]([O-:27])[CH:5]=[C:6]([Cl:26])[C:7]=1[CH2:8][C@@H:9]([C:11]1[CH:16]=[CH:15][C:14]([O:17][CH:18]([F:20])[F:19])=[C:13]([O:21][CH2:22][CH:23]2[CH2:25][CH2:24]2)[CH:12]=1)[OH:10].[N:28]([C:31]1[CH:36]=[CH:35][C:34]([O:37][CH3:38])=[C:33]([O:39][CH3:40])[CH:32]=1)=[C:29]=[O:30], predict the reaction product. The product is: [Cl:1][C:2]1[CH:3]=[N+:4]([O-:27])[CH:5]=[C:6]([Cl:26])[C:7]=1[CH2:8][C@@H:9]([C:11]1[CH:16]=[CH:15][C:14]([O:17][CH:18]([F:20])[F:19])=[C:13]([O:21][CH2:22][CH:23]2[CH2:25][CH2:24]2)[CH:12]=1)[O:10][C:29](=[O:30])[NH:28][C:31]1[CH:36]=[CH:35][C:34]([O:37][CH3:38])=[C:33]([O:39][CH3:40])[CH:32]=1. (2) Given the reactants CS(O[CH2:6][CH2:7][N:8]1[C:12](=[O:13])[N:11]([C:14]2[S:15][C:16]([C:20](=[O:29])[NH:21][CH2:22][C:23]3[CH:24]=[N:25][CH:26]=[CH:27][CH:28]=3)=[C:17]([CH3:19])[N:18]=2)[CH:10]=[N:9]1)(=O)=O.[F:30][C:31]1[CH:36]=[CH:35][C:34]([CH2:37][NH2:38])=[CH:33][CH:32]=1, predict the reaction product. The product is: [F:30][C:31]1[CH:36]=[CH:35][C:34]([CH2:37][NH:38][CH2:6][CH2:7][N:8]2[C:12](=[O:13])[N:11]([C:14]3[S:15][C:16]([C:20]([NH:21][CH2:22][C:23]4[CH:24]=[N:25][CH:26]=[CH:27][CH:28]=4)=[O:29])=[C:17]([CH3:19])[N:18]=3)[CH:10]=[N:9]2)=[CH:33][CH:32]=1. (3) Given the reactants [Cl:1][C:2]1[C:11]2[C:6](=[CH:7][CH:8]=[CH:9][CH:10]=2)[CH:5]=[CH:4][C:3]=1[OH:12].C([O-])([O-])=O.[K+].[K+].Br[CH2:20][CH2:21][NH:22][C:23](=[O:29])[O:24][C:25]([CH3:28])([CH3:27])[CH3:26].CCCCCC.C(OCC)(=O)C, predict the reaction product. The product is: [Cl:1][C:2]1[C:11]2[C:6](=[CH:7][CH:8]=[CH:9][CH:10]=2)[CH:5]=[CH:4][C:3]=1[O:12][CH2:20][CH2:21][NH:22][C:23](=[O:29])[O:24][C:25]([CH3:28])([CH3:27])[CH3:26]. (4) Given the reactants Cl.[CH2:2]([CH:4]1[CH2:9][NH:8][CH2:7][CH2:6][NH:5]1)[CH3:3].[Cl:10][C:11]1[CH:12]=[C:13]2[C:17](=[CH:18][CH:19]=1)[N:16]([S:20]([C:23]1[CH:28]=[CH:27][CH:26]=[CH:25][CH:24]=1)(=[O:22])=[O:21])[C:15]([S:29](Cl)(=[O:31])=[O:30])=[CH:14]2.C(N(CC)CC)C, predict the reaction product. The product is: [Cl:10][C:11]1[CH:12]=[C:13]2[C:17](=[CH:18][CH:19]=1)[N:16]([S:20]([C:23]1[CH:28]=[CH:27][CH:26]=[CH:25][CH:24]=1)(=[O:21])=[O:22])[C:15]([S:29]([N:8]1[CH2:7][CH2:6][NH:5][CH:4]([CH2:2][CH3:3])[CH2:9]1)(=[O:31])=[O:30])=[CH:14]2.